Predict which catalyst facilitates the given reaction. From a dataset of Catalyst prediction with 721,799 reactions and 888 catalyst types from USPTO. (1) Reactant: [Cl-].[CH3:2][O:3][CH2:4][P+](C1C=CC=CC=1)(C1C=CC=CC=1)C1C=CC=CC=1.C([Li])CCC.[CH:29]([C:32]1[CH:39]=[CH:38][C:35]([CH:36]=O)=[CH:34][CH:33]=1)([CH3:31])[CH3:30].[Cl-].[Na+]. Product: [CH3:2][O:3][CH:4]=[CH:36][C:35]1[CH:38]=[CH:39][C:32]([CH:29]([CH3:31])[CH3:30])=[CH:33][CH:34]=1. The catalyst class is: 27. (2) Reactant: [CH3:13][C:12]([O:11][C:9](O[C:9]([O:11][C:12]([CH3:15])([CH3:14])[CH3:13])=[O:10])=[O:10])([CH3:15])[CH3:14].[Cl:16][C:17]1[C:22]([CH:23]([OH:29])[CH2:24][NH:25][CH2:26][CH2:27][OH:28])=[CH:21][C:20]([C:30]#[N:31])=[CH:19][C:18]=1[NH:32][C:33](=[O:39])[O:34][C:35]([CH3:38])([CH3:37])[CH3:36]. Product: [C:35]([O:34][C:33]([NH:32][C:18]1[C:17]([Cl:16])=[C:22]([CH:23]([OH:29])[CH2:24][N:25]([CH2:26][CH2:27][OH:28])[C:9](=[O:10])[O:11][C:12]([CH3:13])([CH3:14])[CH3:15])[CH:21]=[C:20]([C:30]#[N:31])[CH:19]=1)=[O:39])([CH3:38])([CH3:36])[CH3:37]. The catalyst class is: 49.